This data is from Catalyst prediction with 721,799 reactions and 888 catalyst types from USPTO. The task is: Predict which catalyst facilitates the given reaction. Reactant: Br[C:2]1[CH:7]=[C:6]([CH3:8])[CH:5]=[CH:4][N:3]=1.[N:9]1([C:16]([O:18][C:19]([CH3:22])([CH3:21])[CH3:20])=[O:17])[CH2:15][CH2:14][CH2:13][NH:12][CH2:11][CH2:10]1.C(=O)([O-])[O-].[K+].[K+].O. Product: [CH3:8][C:6]1[CH:5]=[CH:4][N:3]=[C:2]([N:12]2[CH2:13][CH2:14][CH2:15][N:9]([C:16]([O:18][C:19]([CH3:22])([CH3:21])[CH3:20])=[O:17])[CH2:10][CH2:11]2)[CH:7]=1. The catalyst class is: 3.